From a dataset of Forward reaction prediction with 1.9M reactions from USPTO patents (1976-2016). Predict the product of the given reaction. (1) Given the reactants [Cl:1][C:2]1[CH:3]=[N:4][CH:5]=[C:6]([CH2:10][CH3:11])[C:7]=1[CH2:8]O.[Br:12]P(Br)Br, predict the reaction product. The product is: [Br:12][CH2:8][C:7]1[C:6]([CH2:10][CH3:11])=[CH:5][N:4]=[CH:3][C:2]=1[Cl:1]. (2) Given the reactants [CH3:1][C:2]1[CH:35]=[C:34]([O:36][CH2:37][CH2:38][CH2:39]OS(C)(=O)=O)[CH:33]=[CH:32][C:3]=1[CH2:4][CH2:5][C:6]1[CH:11]=[CH:10][CH:9]=[CH:8][C:7]=1[C:12]1[N:17]=[C:16]([N:18]2[C:22]([C:23]([F:26])([F:25])[F:24])=[C:21]([C:27]([O:29]CC)=[O:28])[CH:20]=[N:19]2)[CH:15]=[CH:14][CH:13]=1.[H-].[Na+].[F:47][C:48]([F:55])([F:54])[C:49]1[CH:53]=[CH:52][NH:51][N:50]=1.Cl, predict the reaction product. The product is: [CH3:1][C:2]1[CH:35]=[C:34]([O:36][CH2:37][CH2:38][CH2:39][N:51]2[CH:52]=[CH:53][C:49]([C:48]([F:55])([F:54])[F:47])=[N:50]2)[CH:33]=[CH:32][C:3]=1[CH2:4][CH2:5][C:6]1[CH:11]=[CH:10][CH:9]=[CH:8][C:7]=1[C:12]1[N:17]=[C:16]([N:18]2[C:22]([C:23]([F:25])([F:26])[F:24])=[C:21]([C:27]([OH:29])=[O:28])[CH:20]=[N:19]2)[CH:15]=[CH:14][CH:13]=1. (3) Given the reactants Cl[C:2]1[N:10]=[C:9]2[C:5]([N:6]=[C:7]([CH2:12][CH2:13][N:14]3[CH2:19][CH2:18][C:17]([F:21])([F:20])[CH2:16][CH2:15]3)[N:8]2[CH3:11])=[C:4]([N:22]2[CH2:27][CH2:26][O:25][CH2:24][CH2:23]2)[N:3]=1.[CH2:28]([C:30]1[NH:31][C:32]2[CH:38]=[CH:37][CH:36]=[CH:35][C:33]=2[N:34]=1)[CH3:29].CC(C1C=C(C(C)C)C(C2C=CC=CC=2P(C2CCCCC2)C2CCCCC2)=C(C(C)C)C=1)C.C([O-])([O-])=O.[Cs+].[Cs+], predict the reaction product. The product is: [F:20][C:17]1([F:21])[CH2:18][CH2:19][N:14]([CH2:13][CH2:12][C:7]2[N:8]([CH3:11])[C:9]3[C:5]([N:6]=2)=[C:4]([N:22]2[CH2:27][CH2:26][O:25][CH2:24][CH2:23]2)[N:3]=[C:2]([N:31]2[C:32]4[CH:38]=[CH:37][CH:36]=[CH:35][C:33]=4[N:34]=[C:30]2[CH2:28][CH3:29])[N:10]=3)[CH2:15][CH2:16]1.